Dataset: Reaction yield outcomes from USPTO patents with 853,638 reactions. Task: Predict the reaction yield, written as a fraction of the theoretical maximum amount of product (1.0 means a 100% yield; for example, 0.34 means a 34% yield). (1) The reactants are [Br:1][C:2]1[C:6]2[N:7]=[C:8]([Cl:12])[N:9]=[C:10](Cl)[C:5]=2[S:4][CH:3]=1.[C:13]1([C@H:19]([NH2:21])[CH3:20])[CH:18]=[CH:17][CH:16]=[CH:15][CH:14]=1. No catalyst specified. The product is [Br:1][C:2]1[C:6]2[N:7]=[C:8]([Cl:12])[N:9]=[C:10]([NH:21][C@@H:19]([C:13]3[CH:18]=[CH:17][CH:16]=[CH:15][CH:14]=3)[CH3:20])[C:5]=2[S:4][CH:3]=1. The yield is 0.830. (2) The reactants are [N:1]1[CH:6]=[CH:5][C:4]([N:7]2[CH2:12][CH2:11][CH:10]([CH2:13][NH:14][C:15]3[C:16]([NH2:21])=[CH:17][CH:18]=[CH:19][CH:20]=3)[CH2:9][CH2:8]2)=[CH:3][CH:2]=1.N1C=CC=CC=1.[CH3:28][O:29][C:30]1[CH:38]=[CH:37][C:33]([C:34](Cl)=[O:35])=[CH:32][CH:31]=1. The catalyst is C(Cl)(Cl)Cl. The product is [CH3:28][O:29][C:30]1[CH:38]=[CH:37][C:33]([C:34]([NH:21][C:16]2[C:15]([NH:14][CH2:13][CH:10]3[CH2:11][CH2:12][N:7]([C:4]4[CH:5]=[CH:6][N:1]=[CH:2][CH:3]=4)[CH2:8][CH2:9]3)=[CH:20][CH:19]=[CH:18][CH:17]=2)=[O:35])=[CH:32][CH:31]=1. The yield is 0.170. (3) The reactants are [CH3:1][C:2]1[CH:10]=[CH:9][C:8]2[NH:7][C:6]3[CH2:11][CH2:12][NH:13][CH2:14][C:5]=3[C:4]=2[CH:3]=1.C([CH:17]([CH2:21]Cl)[C:18]([NH2:20])=O)C.[C:23]([O-:26])([O-])=[O:24].[Na+].[Na+].[CH2:29](C(C)=O)[CH:30](C)C. The catalyst is [I-].[K+]. The product is [CH3:1][C:2]1[CH:10]=[CH:9][C:8]2[NH:7][C:6]3[CH2:11][CH2:12][N:13]([CH2:21][CH2:17][CH2:18][NH:20][C:23](=[O:24])[O:26][CH2:29][CH3:30])[CH2:14][C:5]=3[C:4]=2[CH:3]=1. The yield is 0.800. (4) The reactants are [NH2:1][C:2]1[C:11]2[C:6](=[CH:7][CH:8]=[CH:9][CH:10]=2)[CH:5]=[CH:4][C:3]=1[NH:12][C:13]1[CH:14]=[C:15]([CH:18]=[CH:19][CH:20]=1)[C:16]#[N:17].[C:21](Cl)(=[O:26])[CH2:22][C:23](Cl)=[O:24].C(=O)(O)[O-].[Na+]. The catalyst is C1(C)C=CC=CC=1. The product is [C:16]([C:15]1[CH:14]=[C:13]([N:12]2[C:23](=[O:24])[CH2:22][C:21](=[O:26])[NH:1][C:2]3[C:11]4[C:6]([CH:5]=[CH:4][C:3]2=3)=[CH:7][CH:8]=[CH:9][CH:10]=4)[CH:20]=[CH:19][CH:18]=1)#[N:17]. The yield is 0.270. (5) The reactants are [CH3:1][N:2]([CH3:19])[C:3]([C:5]1[S:9][C:8]([C:10]2[CH:18]=[CH:17][C:13]([C:14]([OH:16])=O)=[CH:12][CH:11]=2)=[CH:7][CH:6]=1)=[O:4].CCN=C=NCCCN(C)C.Cl.C1C=CC2N(O)N=NC=2C=1.CCN(C(C)C)C(C)C.[NH:51]1[CH2:55][CH2:54][CH2:53][C@H:52]1[CH2:56][N:57]1[CH2:61][CH2:60][CH2:59][CH2:58]1. The catalyst is CN(C=O)C.ClCCl. The product is [CH3:19][N:2]([CH3:1])[C:3]([C:5]1[S:9][C:8]([C:10]2[CH:11]=[CH:12][C:13]([C:14]([N:51]3[CH2:55][CH2:54][CH2:53][C@H:52]3[CH2:56][N:57]3[CH2:61][CH2:60][CH2:59][CH2:58]3)=[O:16])=[CH:17][CH:18]=2)=[CH:7][CH:6]=1)=[O:4]. The yield is 0.810. (6) The reactants are [OH:1][C:2]1[CH:3]=[C:4]([NH:8][C:9](=[O:11])[CH3:10])[CH:5]=[CH:6][CH:7]=1.C(NC1C=C(OC(=O)C)C=CC=1)=O.[CH3:25][C:26](=[CH2:30])[CH2:27][CH2:28]O.CCOC(/N=N/C(OCC)=O)=O.C1C=CC(P(C2C=CC=CC=2)C2C=CC=CC=2)=CC=1. The catalyst is C1C=CC=CC=1.O. The product is [CH3:30][C:26](=[CH2:25])[CH2:27][CH2:28][O:1][C:2]1[CH:3]=[C:4]([NH:8][C:9](=[O:11])[CH3:10])[CH:5]=[CH:6][CH:7]=1. The yield is 0.520.